Predict the reaction yield, written as a fraction of the theoretical maximum amount of product (1.0 means a 100% yield; for example, 0.34 means a 34% yield). From a dataset of Reaction yield outcomes from USPTO patents with 853,638 reactions. (1) The reactants are Br[C@@H:2]([O:5][C:6]1[CH:11]=[CH:10][C:9]([F:12])=[CH:8][CH:7]=1)[CH2:3]C.[C-:13]#[N:14].[K+].[CH3:16]S(C)=O. No catalyst specified. The product is [F:12][C:9]1[CH:8]=[CH:7][C:6]([O:5][C@H:2]([CH3:3])[CH2:16][C:13]#[N:14])=[CH:11][CH:10]=1. The yield is 0.546. (2) The reactants are [CH3:1][C:2]1[C:11]2[C:6](=[CH:7][CH:8]=[CH:9][CH:10]=2)[N:5]=[CH:4][C:3]=1[N+:12]([O-])=O.O.O.[Sn](Cl)Cl.[OH-].[Na+]. The catalyst is Cl.O. The product is [NH2:12][C:3]1[CH:4]=[N:5][C:6]2[C:11]([C:2]=1[CH3:1])=[CH:10][CH:9]=[CH:8][CH:7]=2. The yield is 0.800. (3) The reactants are [CH2:1]([O:8][C:9]1[CH:10]=[C:11]2[C:16](=[CH:17][C:18]=1[O:19][CH3:20])[CH:15](/[CH:21]=[CH:22]/[C:23]1[CH:28]=[C:27]([O:29][CH3:30])[C:26]([O:31][CH3:32])=[CH:25][C:24]=1[CH3:33])[NH:14][CH2:13][CH2:12]2)[C:2]1[CH:7]=[CH:6][CH:5]=[CH:4][CH:3]=1.CCN(C(C)C)C(C)C.Cl[C:44]([O:46][CH3:47])=[O:45]. The catalyst is C(Cl)Cl. The product is [CH2:1]([O:8][C:9]1[CH:10]=[C:11]2[C:16](=[CH:17][C:18]=1[O:19][CH3:20])[CH:15](/[CH:21]=[CH:22]/[C:23]1[CH:28]=[C:27]([O:29][CH3:30])[C:26]([O:31][CH3:32])=[CH:25][C:24]=1[CH3:33])[N:14]([C:44]([O:46][CH3:47])=[O:45])[CH2:13][CH2:12]2)[C:2]1[CH:7]=[CH:6][CH:5]=[CH:4][CH:3]=1. The yield is 0.990. (4) The reactants are S([O-])(O)(=O)=O.[K+].CN(C)[C:9]1[CH2:13][O:12][C:11](=[O:14])[CH:10]=1.[Cl:16][C:17]1[N:22]=[CH:21][C:20]([CH2:23][NH:24][CH2:25][CH:26]([F:28])[F:27])=[CH:19][CH:18]=1. The catalyst is C(#N)CCC. The product is [Cl:16][C:17]1[N:22]=[CH:21][C:20]([CH2:23][N:24]([CH2:25][CH:26]([F:28])[F:27])[C:9]2[CH2:13][O:12][C:11](=[O:14])[CH:10]=2)=[CH:19][CH:18]=1. The yield is 0.820. (5) No catalyst specified. The product is [CH3:23][N:22]([CH3:24])[C:20]([C:19]1[CH:25]=[CH:26][C:27]([O:1][C:2]2[C:7]3[CH:8]=[C:9]([CH3:11])[O:10][C:6]=3[CH:5]=[C:4]([C:12]([NH:36][C:33]3[CH:34]=[CH:35][N:31]([CH3:30])[N:32]=3)=[O:14])[CH:3]=2)=[CH:28][C:18]=1[F:17])=[O:21]. The yield is 0.0100. The reactants are [OH:1][C:2]1[C:7]2[CH:8]=[C:9]([CH3:11])[O:10][C:6]=2[CH:5]=[C:4]([C:12]([O:14]CC)=O)[CH:3]=1.[F:17][C:18]1[CH:28]=[C:27](F)[CH:26]=[CH:25][C:19]=1[C:20]([N:22]([CH3:24])[CH3:23])=[O:21].[CH3:30][N:31]1[CH:35]=[CH:34][C:33]([NH2:36])=[N:32]1. (6) The reactants are [NH:1]1[CH2:4][CH:3]([NH:5][C:6]2[CH:11]=[C:10]([F:12])[C:9]([CH:13]3[C:25]4[NH:24][C:23]5[C:18](=[CH:19][C:20]([F:26])=[CH:21][CH:22]=5)[C:17]=4[CH2:16][CH:15]([CH3:27])[N:14]3[CH2:28][C:29]([F:50])([F:49])[CH2:30][O:31][Si:32]([C:45]([CH3:48])([CH3:47])[CH3:46])([C:39]3[CH:44]=[CH:43][CH:42]=[CH:41][CH:40]=3)[C:33]3[CH:38]=[CH:37][CH:36]=[CH:35][CH:34]=3)=[C:8]([F:51])[CH:7]=2)[CH2:2]1.I[CH2:53][CH2:54][CH2:55][F:56]. No catalyst specified. The product is [C:45]([Si:32]([C:39]1[CH:40]=[CH:41][CH:42]=[CH:43][CH:44]=1)([C:33]1[CH:38]=[CH:37][CH:36]=[CH:35][CH:34]=1)[O:31][CH2:30][C:29]([F:50])([F:49])[CH2:28][N:14]1[CH:15]([CH3:27])[CH2:16][C:17]2[C:18]3[C:23](=[CH:22][CH:21]=[C:20]([F:26])[CH:19]=3)[NH:24][C:25]=2[CH:13]1[C:9]1[C:10]([F:12])=[CH:11][C:6]([NH:5][CH:3]2[CH2:2][N:1]([CH2:53][CH2:54][CH2:55][F:56])[CH2:4]2)=[CH:7][C:8]=1[F:51])([CH3:46])([CH3:47])[CH3:48]. The yield is 0.560. (7) The reactants are Cl[C:2]1[C:7]([C:8]([O:10][CH2:11][CH3:12])=[O:9])=[CH:6][N:5]=[C:4]([S:13][CH3:14])[N:3]=1.O.[NH2:16][NH2:17]. The catalyst is C(O)C. The product is [CH2:11]([O:10][C:8]([C:7]1[C:2]([NH:16][NH2:17])=[N:3][C:4]([S:13][CH3:14])=[N:5][CH:6]=1)=[O:9])[CH3:12]. The yield is 0.940.